Dataset: Reaction yield outcomes from USPTO patents with 853,638 reactions. Task: Predict the reaction yield, written as a fraction of the theoretical maximum amount of product (1.0 means a 100% yield; for example, 0.34 means a 34% yield). (1) The reactants are Cl.[CH3:2][N:3]([CH3:10])[CH2:4]/[CH:5]=[CH:6]/[C:7](O)=[O:8].C(Cl)(=O)C(Cl)=O.[NH2:17][C:18]1[CH:23]=[CH:22][C:21]([C:24]([N:26]2[CH2:30][CH2:29][C@H:28]([NH:31][C:32]3[N:37]=[C:36]([C:38]4[C:46]5[C:41](=[CH:42][CH:43]=[CH:44][CH:45]=5)[NH:40][CH:39]=4)[C:35]([Cl:47])=[CH:34][N:33]=3)[CH2:27]2)=[O:25])=[CH:20][CH:19]=1. The catalyst is C1COCC1.CN(C=O)C. The product is [Cl:47][C:35]1[C:36]([C:38]2[C:46]3[C:41](=[CH:42][CH:43]=[CH:44][CH:45]=3)[NH:40][CH:39]=2)=[N:37][C:32]([NH:31][C@H:28]2[CH2:29][CH2:30][N:26]([C:24]([C:21]3[CH:22]=[CH:23][C:18]([NH:17][C:7](=[O:8])/[CH:6]=[CH:5]/[CH2:4][N:3]([CH3:10])[CH3:2])=[CH:19][CH:20]=3)=[O:25])[CH2:27]2)=[N:33][CH:34]=1. The yield is 0.310. (2) The reactants are [C:18]1(P([C:14]2[CH:19]=[CH:18][CH:17]=[CH:16]C=2)[C:18]2[CH:19]=[CH:14]C=[CH:16][CH:17]=2)[CH:19]=[CH:14]C=[CH:16][CH:17]=1.C1(O)CCCC1.[CH3:26][C:27]1([CH3:45])[O:31][N:30]=[C:29]([S:32][CH2:33][C:34]2[C:35]([C:41]([F:44])([F:43])[F:42])=[N:36][N:37]([CH3:40])[C:38]=2[OH:39])[CH2:28]1.N(C(OCC)=O)=NC(OCC)=O. The catalyst is C1C=CC=CC=1.O.C1(C)C=CC=CC=1. The product is [CH:14]1([O:39][C:38]2[N:37]([CH3:40])[N:36]=[C:35]([C:41]([F:42])([F:43])[F:44])[C:34]=2[CH2:33][S:32][C:29]2[CH2:28][C:27]([CH3:45])([CH3:26])[O:31][N:30]=2)[CH2:19][CH2:18][CH2:17][CH2:16]1. The yield is 0.852. (3) The reactants are [OH:1][CH2:2][CH:3]1[NH:8][CH2:7][CH2:6][N:5]([C:9]([O:11][C:12]([CH3:15])([CH3:14])[CH3:13])=[O:10])[CH2:4]1.C(N(CC)CC)C.[Cl:23][C:24]1[CH:25]=[CH:26][C:27]([F:33])=[C:28]([CH:32]=1)[C:29](Cl)=[O:30].O. The catalyst is O1CCCC1. The product is [Cl:23][C:24]1[CH:25]=[CH:26][C:27]([F:33])=[C:28]([CH:32]=1)[C:29]([N:8]1[CH2:7][CH2:6][N:5]([C:9]([O:11][C:12]([CH3:15])([CH3:14])[CH3:13])=[O:10])[CH2:4][CH:3]1[CH2:2][OH:1])=[O:30]. The yield is 0.755. (4) The reactants are [CH3:1][N:2]1[CH:7]=[C:6](B2OC(C)(C)C(C)(C)O2)[CH:5]=[C:4]([NH:17][C:18]2[CH:23]=[CH:22][C:21]([N:24]3[CH2:29][CH2:28][N:27]([CH3:30])[CH2:26][CH2:25]3)=[CH:20][N:19]=2)[C:3]1=[O:31].C([O:35][CH2:36][C:37]1[C:42](B2OC(C)(C)C(C)(C)O2)=[CH:41][CH:40]=[CH:39][C:38]=1[N:52]1[CH2:64][CH2:63][C:62]2[N:61]3[C:56]([CH2:57][CH2:58][CH2:59][CH2:60]3)=[CH:55][C:54]=2[C:53]1=[O:65])(=O)C.C(=O)([O-])[O-].[Na+].[Na+].O.[OH-].[Li+]. The catalyst is C(Cl)Cl.CO.O.O1CCOCC1. The product is [OH:35][CH2:36][C:37]1[C:42]([C:6]2[CH:5]=[C:4]([NH:17][C:18]3[CH:23]=[CH:22][C:21]([N:24]4[CH2:25][CH2:26][N:27]([CH3:30])[CH2:28][CH2:29]4)=[CH:20][N:19]=3)[C:3](=[O:31])[N:2]([CH3:1])[CH:7]=2)=[CH:41][CH:40]=[CH:39][C:38]=1[N:52]1[CH2:64][CH2:63][C:62]2[N:61]3[C:56]([CH2:57][CH2:58][CH2:59][CH2:60]3)=[CH:55][C:54]=2[C:53]1=[O:65]. The yield is 0.0800. (5) The reactants are [Br:1][C:2]1[C:7]([F:8])=[C:6]([Cl:9])[CH:5]=[CH:4][C:3]=1[CH2:10][CH2:11][OH:12].C(Cl)Cl.N1C=CN=C1.[Si:21](Cl)([C:24]([CH3:27])([CH3:26])[CH3:25])([CH3:23])[CH3:22]. No catalyst specified. The product is [Br:1][C:2]1[C:7]([F:8])=[C:6]([Cl:9])[CH:5]=[CH:4][C:3]=1[CH2:10][CH2:11][O:12][Si:21]([C:24]([CH3:27])([CH3:26])[CH3:25])([CH3:23])[CH3:22]. The yield is 0.970.